Dataset: Blood-brain barrier permeability classification from the B3DB database. Task: Regression/Classification. Given a drug SMILES string, predict its absorption, distribution, metabolism, or excretion properties. Task type varies by dataset: regression for continuous measurements (e.g., permeability, clearance, half-life) or binary classification for categorical outcomes (e.g., BBB penetration, CYP inhibition). Dataset: b3db_classification. (1) The drug is C[C@H](C(=O)O)c1ccc(-c2cccc(F)c2)cc1. The result is 1 (penetrates BBB). (2) The molecule is CC[C@H](C)C(=O)O[C@H]1CCC=C2C=C[C@H](C)[C@H](CC[C@@H]3C[C@@H](O)CC(=O)O3)[C@H]21. The result is 1 (penetrates BBB). (3) The molecule is CN1CCN2c3ccccc3Cn3cccc3[C@H]2C1. The result is 1 (penetrates BBB). (4) The drug is CN1C(=O)C[C@@H](c2ccccc2)C1=O. The result is 1 (penetrates BBB). (5) The compound is O=C1CC[C@@]2(O)[C@H]3Cc4ccc(O)c5c4[C@]2(CCN3CC2CC2)[C@H]1O5. The result is 1 (penetrates BBB).